Regression. Given two drug SMILES strings and cell line genomic features, predict the synergy score measuring deviation from expected non-interaction effect. From a dataset of NCI-60 drug combinations with 297,098 pairs across 59 cell lines. (1) Drug 1: CCC1=C2CN3C(=CC4=C(C3=O)COC(=O)C4(CC)O)C2=NC5=C1C=C(C=C5)O. Drug 2: CC1=C(C(=O)C2=C(C1=O)N3CC4C(C3(C2COC(=O)N)OC)N4)N. Cell line: OVCAR-4. Synergy scores: CSS=39.3, Synergy_ZIP=-9.77, Synergy_Bliss=-1.64, Synergy_Loewe=1.45, Synergy_HSA=2.15. (2) Drug 1: CC(C1=C(C=CC(=C1Cl)F)Cl)OC2=C(N=CC(=C2)C3=CN(N=C3)C4CCNCC4)N. Drug 2: C1C(C(OC1N2C=C(C(=O)NC2=O)F)CO)O. Cell line: T-47D. Synergy scores: CSS=0.571, Synergy_ZIP=0.662, Synergy_Bliss=1.69, Synergy_Loewe=-0.0701, Synergy_HSA=0.0238. (3) Drug 1: C1CN1P(=S)(N2CC2)N3CC3. Drug 2: CN(C(=O)NC(C=O)C(C(C(CO)O)O)O)N=O. Cell line: LOX IMVI. Synergy scores: CSS=24.2, Synergy_ZIP=-2.50, Synergy_Bliss=2.16, Synergy_Loewe=-6.57, Synergy_HSA=3.33. (4) Drug 1: CC1OCC2C(O1)C(C(C(O2)OC3C4COC(=O)C4C(C5=CC6=C(C=C35)OCO6)C7=CC(=C(C(=C7)OC)O)OC)O)O. Drug 2: C1=C(C(=O)NC(=O)N1)F. Cell line: CAKI-1. Synergy scores: CSS=58.8, Synergy_ZIP=7.32, Synergy_Bliss=6.16, Synergy_Loewe=5.83, Synergy_HSA=15.4. (5) Drug 1: CC1=C(C(=CC=C1)Cl)NC(=O)C2=CN=C(S2)NC3=CC(=NC(=N3)C)N4CCN(CC4)CCO. Drug 2: CC1CCC2CC(C(=CC=CC=CC(CC(C(=O)C(C(C(=CC(C(=O)CC(OC(=O)C3CCCCN3C(=O)C(=O)C1(O2)O)C(C)CC4CCC(C(C4)OC)OCCO)C)C)O)OC)C)C)C)OC. Cell line: SF-539. Synergy scores: CSS=3.85, Synergy_ZIP=7.47, Synergy_Bliss=5.56, Synergy_Loewe=7.79, Synergy_HSA=1.63.